From a dataset of Full USPTO retrosynthesis dataset with 1.9M reactions from patents (1976-2016). Predict the reactants needed to synthesize the given product. (1) Given the product [CH3:23][C:24]1[CH:25]=[C:26]([NH:27][C:2]2[N:7]=[C:6]([C:8]3[CH:9]=[CH:10][C:11]([O:16][CH:17]4[CH2:22][CH2:21][O:20][CH2:19][CH2:18]4)=[C:12]([CH:15]=3)[C:13]#[N:14])[CH:5]=[CH:4][N:3]=2)[CH:28]=[CH:29][C:30]=1[N:31]1[CH2:36][CH2:35][O:34][CH2:33][CH2:32]1, predict the reactants needed to synthesize it. The reactants are: Cl[C:2]1[N:7]=[C:6]([C:8]2[CH:9]=[CH:10][C:11]([O:16][CH:17]3[CH2:22][CH2:21][O:20][CH2:19][CH2:18]3)=[C:12]([CH:15]=2)[C:13]#[N:14])[CH:5]=[CH:4][N:3]=1.[CH3:23][C:24]1[CH:25]=[C:26]([CH:28]=[CH:29][C:30]=1[N:31]1[CH2:36][CH2:35][O:34][CH2:33][CH2:32]1)[NH2:27]. (2) Given the product [Br:10][C:8]1[CH:9]=[C:4]2[C:5](=[CH:6][CH:7]=1)[O:11][C:21]1([CH2:20][CH2:19][CH:18]([C:12]3[CH:17]=[CH:16][CH:15]=[CH:14][CH:13]=3)[CH2:23][CH2:22]1)[CH2:1][C:2]2=[O:3], predict the reactants needed to synthesize it. The reactants are: [CH3:1][C:2]([C:4]1[CH:9]=[C:8]([Br:10])[CH:7]=[CH:6][C:5]=1[OH:11])=[O:3].[C:12]1([CH:18]2[CH2:23][CH2:22][C:21](=O)[CH2:20][CH2:19]2)[CH:17]=[CH:16][CH:15]=[CH:14][CH:13]=1.N1CCCC1. (3) Given the product [Cl:17][C:18]1[CH:19]=[C:20]([NH:21][C:2]2[C:12]3[CH:11]=[C:10]([C:13]([O:15][CH3:16])=[O:14])[CH2:9][CH2:8][NH:7][C:6]=3[N:5]=[CH:4][N:3]=2)[CH:22]=[CH:23][C:24]=1[O:25][C:26]1[CH:31]=[CH:30][CH:29]=[C:28]([S:32]([CH2:35][C:36]([F:37])([F:38])[F:39])(=[O:33])=[O:34])[CH:27]=1, predict the reactants needed to synthesize it. The reactants are: Cl[C:2]1[C:12]2[CH:11]=[C:10]([C:13]([O:15][CH3:16])=[O:14])[CH2:9][CH2:8][NH:7][C:6]=2[N:5]=[CH:4][N:3]=1.[Cl:17][C:18]1[CH:19]=[C:20]([CH:22]=[CH:23][C:24]=1[O:25][C:26]1[CH:31]=[CH:30][CH:29]=[C:28]([S:32]([CH2:35][C:36]([F:39])([F:38])[F:37])(=[O:34])=[O:33])[CH:27]=1)[NH2:21].[Cl-].[NH+]1C=CC=CC=1. (4) Given the product [F:31][C:32]1[CH:37]=[CH:36][C:35]([N:21]2[CH2:20][C@@H:19]3[C@@:14]([C:10]4[CH:11]=[CH:12][CH:13]=[C:8]([C:7]5[C:2]([F:1])=[N:3][CH:4]=[CH:5][CH:6]=5)[CH:9]=4)([N:15]=[C:16]([NH:23][C:24](=[O:30])[O:25][C:26]([CH3:27])([CH3:29])[CH3:28])[S:17][CH2:18]3)[CH2:22]2)=[CH:34][CH:33]=1, predict the reactants needed to synthesize it. The reactants are: [F:1][C:2]1[C:7]([C:8]2[CH:9]=[C:10]([C@:14]34[CH2:22][NH:21][CH2:20][C@H:19]3[CH2:18][S:17][C:16]([NH:23][C:24](=[O:30])[O:25][C:26]([CH3:29])([CH3:28])[CH3:27])=[N:15]4)[CH:11]=[CH:12][CH:13]=2)=[CH:6][CH:5]=[CH:4][N:3]=1.[F:31][C:32]1[CH:37]=[CH:36][C:35](B(O)O)=[CH:34][CH:33]=1.C(N(CC)CC)C. (5) Given the product [C:26]([O:30][C:31]([N:33]1[CH2:38][CH2:37][N:36]([C:23]([CH:20]2[CH2:21][CH2:22][N:17]([C:12]3[CH:13]=[CH:14][C:15]([Cl:16])=[C:10]([C:2]4[NH:3][C:4]5[CH:9]=[CH:8][CH:7]=[CH:6][C:5]=5[N:1]=4)[CH:11]=3)[CH2:18][CH2:19]2)=[O:24])[CH2:35][CH2:34]1)=[O:32])([CH3:29])([CH3:27])[CH3:28], predict the reactants needed to synthesize it. The reactants are: [NH:1]1[C:5]2[CH:6]=[CH:7][CH:8]=[CH:9][C:4]=2[N:3]=[C:2]1[C:10]1[CH:11]=[C:12]([N:17]2[CH2:22][CH2:21][CH:20]([C:23](O)=[O:24])[CH2:19][CH2:18]2)[CH:13]=[CH:14][C:15]=1[Cl:16].[C:26]([O:30][C:31]([N:33]1[CH2:38][CH2:37][NH:36][CH2:35][CH2:34]1)=[O:32])([CH3:29])([CH3:28])[CH3:27]. (6) Given the product [Br:10][C:11]1[CH:16]=[CH:15][C:14]([C:17](=[C:5]2[CH2:6][CH2:7][C:2]([CH3:9])([CH3:1])[CH2:3][CH2:4]2)[C:19]2[CH:24]=[CH:23][C:22]([OH:25])=[CH:21][CH:20]=2)=[CH:13][CH:12]=1, predict the reactants needed to synthesize it. The reactants are: [CH3:1][C:2]1([CH3:9])[CH2:7][CH2:6][C:5](=O)[CH2:4][CH2:3]1.[Br:10][C:11]1[CH:16]=[CH:15][C:14]([C:17]([C:19]2[CH:24]=[CH:23][C:22]([OH:25])=[CH:21][CH:20]=2)=O)=[CH:13][CH:12]=1.O.C([O-])([O-])=O.[K+].[K+]. (7) Given the product [N:12]1[C:11]2[NH:7][CH:8]=[CH:9][C:10]=2[C:15]([C:16]2[CH:17]=[N:18][N:19]([C:21]3([CH2:31][C:32]#[N:33])[CH2:22][C:23]([CH2:25][C:26]#[N:27])([CH2:28][C:29]#[N:30])[CH2:24]3)[CH:20]=2)=[N:14][CH:13]=1, predict the reactants needed to synthesize it. The reactants are: C[Si](C)(C)CCOC[N:7]1[C:11]2[N:12]=[CH:13][N:14]=[C:15]([C:16]3[CH:17]=[N:18][N:19]([C:21]4([CH2:31][C:32]#[N:33])[CH2:24][C:23]([CH2:28][C:29]#[N:30])([CH2:25][C:26]#[N:27])[CH2:22]4)[CH:20]=3)[C:10]=2[CH:9]=[CH:8]1.FC(F)(F)C(O)=O.C(N)CN. (8) Given the product [OH:27][CH2:28][C:29]([C@H:31]([C@H:33]([C@@H:35]([CH2:37][OH:38])[OH:36])[OH:34])[OH:32])=[O:30], predict the reactants needed to synthesize it. The reactants are: P([O-])([O-])(O)=O.[NH4+].[NH4+].P([O-])(O)(O)=O.[K+].C(O)(=O)CC(CC(O)=O)(C(O)=O)O.[O:27]=[CH:28][C@@H:29]([C@H:31]([C@@H:33]([C@@H:35]([CH2:37][OH:38])[OH:36])[OH:34])[OH:32])[OH:30].CC1[N+](CC2C(N)=NC(C)=NC=2)=CSC=1CCO.Cl.[Cl-].C(N(CC(O)=O)CC(O)=O)CN(CC(O)=O)CC(O)=O.N.O=O. (9) Given the product [Cl:1][C:2]1[C:7]([C:8]2[CH:9]=[C:10]([CH:14]([OH:20])[C:15]([N:17]([CH3:19])[CH3:18])=[O:16])[CH:11]=[N:12][CH:13]=2)=[CH:6][N:5]=[C:4]2[NH:21][CH:22]=[C:23]([C:24]3[C:25]([NH:30][CH3:31])=[N:26][CH:27]=[CH:28][CH:29]=3)[C:3]=12, predict the reactants needed to synthesize it. The reactants are: [Cl:1][C:2]1[C:7]([C:8]2[CH:9]=[C:10]([C:14](=[O:20])[C:15]([N:17]([CH3:19])[CH3:18])=[O:16])[CH:11]=[N:12][CH:13]=2)=[CH:6][N:5]=[C:4]2[NH:21][CH:22]=[C:23]([C:24]3[C:25]([NH:30][CH3:31])=[N:26][CH:27]=[CH:28][CH:29]=3)[C:3]=12.B1C2CCCC1CCC2.